Dataset: Reaction yield outcomes from USPTO patents with 853,638 reactions. Task: Predict the reaction yield, written as a fraction of the theoretical maximum amount of product (1.0 means a 100% yield; for example, 0.34 means a 34% yield). The reactants are [N+:1]([C:4]1[CH:9]=[CH:8][C:7]([C:10](=[O:12])[CH3:11])=[CH:6][CH:5]=1)([O-])=O.[NH4+].[Cl-]. The catalyst is C(O)C.O.[Fe]. The product is [NH2:1][C:4]1[CH:9]=[CH:8][C:7]([C:10](=[O:12])[CH3:11])=[CH:6][CH:5]=1. The yield is 0.600.